This data is from Full USPTO retrosynthesis dataset with 1.9M reactions from patents (1976-2016). The task is: Predict the reactants needed to synthesize the given product. (1) Given the product [CH:23]([C:3]1[C:7]2=[N:8][CH:9]=[CH:10][CH:11]=[C:6]2[NH:5][CH:4]=1)=[O:26], predict the reactants needed to synthesize it. The reactants are: CN(C)[C:3]1[C:7]2=[N:8][CH:9]=[CH:10][CH:11]=[C:6]2[NH:5][CH:4]=1.C1N2CN3CN(C2)CN1C3.[C:23](O)(=[O:26])CC. (2) The reactants are: Cl.[CH2:2]([O:9][C:10]1[CH:15]=[CH:14][C:13]([NH:16][C:17]2[C:26]3[C:21](=[CH:22][C:23]([O:34][CH3:35])=[C:24]([C:27]4[O:31][C:30]([CH:32]=O)=[CH:29][CH:28]=4)[CH:25]=3)[N:20]=[CH:19][N:18]=2)=[CH:12][CH:11]=1)[C:3]1[CH:8]=[CH:7][CH:6]=[CH:5][CH:4]=1.[CH3:36][S:37]([CH2:40][CH2:41][NH2:42])(=[O:39])=[O:38].C(O)(=O)C.C(N(CC)CC)C.C(O[BH-](OC(=O)C)OC(=O)C)(=O)C.[Na+]. Given the product [CH2:2]([O:9][C:10]1[CH:15]=[CH:14][C:13]([NH:16][C:17]2[C:26]3[C:21](=[CH:22][C:23]([O:34][CH3:35])=[C:24]([C:27]4[O:31][C:30]([CH2:32][NH:42][CH2:41][CH2:40][S:37]([CH3:36])(=[O:39])=[O:38])=[CH:29][CH:28]=4)[CH:25]=3)[N:20]=[CH:19][N:18]=2)=[CH:12][CH:11]=1)[C:3]1[CH:4]=[CH:5][CH:6]=[CH:7][CH:8]=1, predict the reactants needed to synthesize it. (3) Given the product [CH:1]([N:4]1[C:8]([CH2:9][CH2:10][C:11]2[C:15]3[CH:16]=[C:17]([CH3:29])[C:18]([O:20][C:21]([CH3:27])([CH3:28])[C:22]([OH:24])=[O:23])=[CH:19][C:14]=3[O:13][N:12]=2)=[CH:7][C:6]([C:30]2[CH:31]=[CH:32][C:33]([C:36]([F:39])([F:38])[F:37])=[CH:34][CH:35]=2)=[N:5]1)([CH3:3])[CH3:2], predict the reactants needed to synthesize it. The reactants are: [CH:1]([N:4]1[C:8]([CH2:9][CH2:10][C:11]2[C:15]3[CH:16]=[C:17]([CH3:29])[C:18]([O:20][C:21]([CH3:28])([CH3:27])[C:22]([O:24]CC)=[O:23])=[CH:19][C:14]=3[O:13][N:12]=2)=[CH:7][C:6]([C:30]2[CH:35]=[CH:34][C:33]([C:36]([F:39])([F:38])[F:37])=[CH:32][CH:31]=2)=[N:5]1)([CH3:3])[CH3:2].O.[OH-].[Li+].Cl. (4) Given the product [C:18]([O:21][C@@H:4]1[CH2:9][C@@H:8]([C@@H:10]([O:13][C:14](=[O:16])[CH3:15])[CH2:11][CH3:12])[O:7][CH:5]1[O:6][C:2](=[O:3])[CH3:1])(=[O:20])[CH3:19], predict the reactants needed to synthesize it. The reactants are: [CH3:1][C:2]1(C)[O:6][C@H:5]2[O:7][C@H:8]([C@@H:10]([O:13][C:14](=[O:16])[CH3:15])[CH2:11][CH3:12])[CH2:9][C@H:4]2[O:3]1.[C:18]([OH:21])(=[O:20])[CH3:19].C(OC(=O)C)(=O)C.OS(O)(=O)=O. (5) Given the product [Cl:48][C:49]1[CH:50]=[C:51]([CH:66]=[CH:67][C:68]=1[O:69][CH:70]([CH3:72])[CH3:71])[C:25]([NH:24][C@@H:4]([CH2:5][C:6]1[CH:7]=[CH:8][C:9]([C:12]2[N:13]=[C:14]3[C:19]([CH:20]([OH:22])[CH3:21])=[CH:18][CH:17]=[CH:16][N:15]3[CH:23]=2)=[CH:10][CH:11]=1)[CH2:3][CH2:2][OH:1])=[O:31], predict the reactants needed to synthesize it. The reactants are: [OH:1][CH2:2][CH2:3][C@@H:4]([NH:24][C:25](=[O:31])OC(C)(C)C)[CH2:5][C:6]1[CH:11]=[CH:10][C:9]([C:12]2[N:13]=[C:14]3[C:19]([CH:20]([OH:22])[CH3:21])=[CH:18][CH:17]=[CH:16][N:15]3[CH:23]=2)=[CH:8][CH:7]=1.Cl.O1CCOCC1.C(N(CC)C(C)C)(C)C.[Cl:48][C:49]1[CH:50]=[C:51]([CH:66]=[CH:67][C:68]=1[O:69][CH:70]([CH3:72])[CH3:71])C(OC1C(F)=C(F)C(F)=C(F)C=1F)=O. (6) Given the product [C:27]([O:26][C:24]([N:21]1[CH2:22][CH2:23][C:18]2([C:12]3[C:13](=[CH:14][CH:15]=[C:10]([C:7]4[S:6][C:5]5=[N:4][CH:3]=[C:2]([C:40]6[CH:41]=[C:42]([C:47]([F:50])([F:49])[F:48])[C:43]([NH2:46])=[N:44][CH:45]=6)[N:9]5[N:8]=4)[CH:11]=3)[NH:16][C:17]2=[O:31])[CH2:19][CH2:20]1)=[O:25])([CH3:30])([CH3:29])[CH3:28], predict the reactants needed to synthesize it. The reactants are: I[C:2]1[N:9]2[C:5]([S:6][C:7]([C:10]3[CH:11]=[C:12]4[C:18]5([CH2:23][CH2:22][N:21]([C:24]([O:26][C:27]([CH3:30])([CH3:29])[CH3:28])=[O:25])[CH2:20][CH2:19]5)[C:17](=[O:31])[NH:16][C:13]4=[CH:14][CH:15]=3)=[N:8]2)=[N:4][CH:3]=1.CC1(C)C(C)(C)OB([C:40]2[CH:41]=[C:42]([C:47]([F:50])([F:49])[F:48])[C:43]([NH2:46])=[N:44][CH:45]=2)O1.C([O-])([O-])=O.[Na+].[Na+].